The task is: Predict the product of the given reaction.. This data is from Forward reaction prediction with 1.9M reactions from USPTO patents (1976-2016). Given the reactants [CH3:1][O:2][C:3]1[CH:4]=[C:5]2[C:10](=[CH:11][CH:12]=1)[CH:9](O)[CH2:8][CH2:7][CH2:6]2, predict the reaction product. The product is: [CH3:1][O:2][C:3]1[CH:4]=[C:5]2[C:10]([CH:9]=[CH:8][CH2:7][CH2:6]2)=[CH:11][CH:12]=1.